Dataset: Catalyst prediction with 721,799 reactions and 888 catalyst types from USPTO. Task: Predict which catalyst facilitates the given reaction. Reactant: [Br:1][C:2]1[CH:9]=[CH:8][C:5]([CH2:6][OH:7])=[CH:4][CH:3]=1.[H-].[Na+].Br[CH2:13][CH2:14][CH2:15][CH3:16]. Product: [Br:1][C:2]1[CH:9]=[CH:8][C:5]([CH2:6][O:7][CH2:13][CH2:14][CH2:15][CH3:16])=[CH:4][CH:3]=1. The catalyst class is: 9.